This data is from Full USPTO retrosynthesis dataset with 1.9M reactions from patents (1976-2016). The task is: Predict the reactants needed to synthesize the given product. (1) Given the product [F:1][C:2]1[CH:3]=[CH:4][CH:5]=[C:6]2[C:10]=1[CH:9]([CH2:11][CH2:12][C:13]([NH:15][C:16]1[CH:24]=[CH:23][C:19]3[C:18](=[CH:35][CH:36]=[CH:37][CH:20]=3)[N:17]=1)=[O:14])[N:8]([CH2:25][C:26]1[CH:27]=[CH:28][C:29]([F:32])=[CH:30][CH:31]=1)[C:7]2=[O:33], predict the reactants needed to synthesize it. The reactants are: [F:1][C:2]1[CH:3]=[CH:4][CH:5]=[C:6]2[C:10]=1[CH:9]([CH2:11][CH2:12][C:13]([NH:15][C:16]1[CH:24]=[CH:23][C:19]([C:20](O)=O)=[CH:18][N:17]=1)=[O:14])[N:8]([CH2:25][C:26]1[CH:31]=[CH:30][C:29]([F:32])=[CH:28][CH:27]=1)[C:7]2=[O:33].N1C2C(=CC=CC=2)[CH:37]=[CH:36][C:35]=1N. (2) Given the product [Cl:1][C:2]1[CH:7]=[CH:6][C:5]([CH:8]([C:38]2[CH:39]=[CH:40][C:41]([Cl:44])=[CH:42][CH:43]=2)[C:9]2[CH:10]=[C:11]3[C:16](=[CH:17][CH:18]=2)[N:15]=[CH:14][N:13]=[C:12]3[NH:19][CH:20]2[CH2:25][CH2:24][N:23]([C:26]([C:28]3[CH:37]=[CH:36][C:31]([C:32]([OH:34])=[O:33])=[CH:30][CH:29]=3)=[O:27])[CH2:22][CH2:21]2)=[CH:4][CH:3]=1, predict the reactants needed to synthesize it. The reactants are: [Cl:1][C:2]1[CH:7]=[CH:6][C:5]([CH:8]([C:38]2[CH:43]=[CH:42][C:41]([Cl:44])=[CH:40][CH:39]=2)[C:9]2[CH:10]=[C:11]3[C:16](=[CH:17][CH:18]=2)[N:15]=[CH:14][N:13]=[C:12]3[NH:19][CH:20]2[CH2:25][CH2:24][N:23]([C:26]([C:28]3[CH:37]=[CH:36][C:31]([C:32]([O:34]C)=[O:33])=[CH:30][CH:29]=3)=[O:27])[CH2:22][CH2:21]2)=[CH:4][CH:3]=1.[OH-].[Na+].Cl. (3) Given the product [Cl:16][C:17]1[CH:18]=[C:19]([CH:20]=[CH:21][C:22]=1[Cl:23])[O:24][CH:12]([CH3:13])[C:11]([NH:10][C:9]1[C:5]([C:3]([OH:2])=[O:4])=[CH:6][S:7][CH:8]=1)=[O:15], predict the reactants needed to synthesize it. The reactants are: C[O:2][C:3]([C:5]1[C:9]([NH:10][C:11](=[O:15])[CH:12](Cl)[CH3:13])=[CH:8][S:7][CH:6]=1)=[O:4].[Cl:16][C:17]1[CH:18]=[C:19]([OH:24])[CH:20]=[CH:21][C:22]=1[Cl:23]. (4) Given the product [C:1]([O:40][C:38]([N:33]1[CH2:32][CH2:37][N:22]([S:19](=[O:20])(=[O:21])[NH:18][C@:8]2([C:6]([O:5][C:1]([CH3:3])([CH3:2])[CH3:4])=[O:7])[C@@H:10]([C:11]3[CH:16]=[CH:15][CH:14]=[CH:13][CH:12]=3)[C@H:9]2[CH3:17])[CH2:26][CH2:34]1)=[O:39])([CH3:4])([CH3:3])[CH3:2], predict the reactants needed to synthesize it. The reactants are: [C:1]([O:5][C:6]([C@@:8]1([NH:18][S:19]([N:22]2[CH2:26]COC2=O)(=[O:21])=[O:20])[C@@H:10]([C:11]2[CH:16]=[CH:15][CH:14]=[CH:13][CH:12]=2)[C@H:9]1[CH3:17])=[O:7])([CH3:4])([CH3:3])[CH3:2].C([CH:32]1[CH2:37]NC[CH2:34][N:33]1[C:38]([OH:40])=[O:39])(C)(C)C.